This data is from Full USPTO retrosynthesis dataset with 1.9M reactions from patents (1976-2016). The task is: Predict the reactants needed to synthesize the given product. (1) Given the product [Cl:21][C:5]1[CH:4]=[C:3]([N+:22]([O-:24])=[O:23])[C:2]([NH:1][C:31](=[O:32])[C:30]2[CH:34]=[CH:35][C:27]([CH2:26][N:38]([CH3:39])[CH3:37])=[CH:28][CH:29]=2)=[CH:7][C:6]=1[N:8]1[CH2:9][CH2:10][N:11]([C:14]([O:16][C:17]([CH3:18])([CH3:19])[CH3:20])=[O:15])[CH2:12][CH2:13]1, predict the reactants needed to synthesize it. The reactants are: [NH2:1][C:2]1[C:3]([N+:22]([O-:24])=[O:23])=[CH:4][C:5]([Cl:21])=[C:6]([N:8]2[CH2:13][CH2:12][N:11]([C:14]([O:16][C:17]([CH3:20])([CH3:19])[CH3:18])=[O:15])[CH2:10][CH2:9]2)[CH:7]=1.Cl[CH2:26][C:27]1[CH:35]=[CH:34][C:30]([C:31](Cl)=[O:32])=[CH:29][CH:28]=1.C[CH2:37][N:38](P1(N(C)CCCN1C)=NC(C)(C)C)[CH2:39]C.CNC. (2) Given the product [OH:13][C:14]([CH3:46])([CH3:47])[CH2:15][C@@:16]1([C:40]2[CH:45]=[CH:44][CH:43]=[CH:42][CH:41]=2)[O:21][C:20](=[O:22])[N:19]([C@H:23]([C:25]2[CH:26]=[CH:27][C:28]([C:8]3[S:12][CH:11]=[N:10][CH:9]=3)=[CH:29][CH:30]=2)[CH3:24])[CH2:18][CH2:17]1, predict the reactants needed to synthesize it. The reactants are: C([O-])([O-])=O.[Na+].[Na+].Br[C:8]1[S:12][CH:11]=[N:10][CH:9]=1.[OH:13][C:14]([CH3:47])([CH3:46])[CH2:15][C@@:16]1([C:40]2[CH:45]=[CH:44][CH:43]=[CH:42][CH:41]=2)[O:21][C:20](=[O:22])[N:19]([C@H:23]([C:25]2[CH:30]=[CH:29][C:28](B3OC(C)(C)C(C)(C)O3)=[CH:27][CH:26]=2)[CH3:24])[CH2:18][CH2:17]1. (3) Given the product [ClH:1].[ClH:1].[OH:64][C@H:61]1[CH2:62][CH2:63][N:58]([C@@H:56]([CH3:57])[CH2:55][N:14]2[CH2:15][CH2:16][CH:17]([NH:20][C:21]([C:23]3[NH:24][C:25]4[C:30]([CH:31]=3)=[C:29]([O:32][CH2:33][C:34]3[C:38]5[C:39]([F:44])=[CH:40][C:41]([F:43])=[CH:42][C:37]=5[O:36][CH:35]=3)[CH:28]=[CH:27][CH:26]=4)=[O:22])[CH2:18][CH2:19]2)[CH2:59][C@@H:60]1[CH3:65], predict the reactants needed to synthesize it. The reactants are: [ClH:1].Cl.[C@H]1(C[N:14]2[CH2:19][CH2:18][CH:17]([NH:20][C:21]([C:23]3[NH:24][C:25]4[C:30]([CH:31]=3)=[C:29]([O:32][CH2:33][C:34]3[C:38]5[C:39]([F:44])=[CH:40][C:41]([F:43])=[CH:42][C:37]=5[O:36][CH:35]=3)[CH:28]=[CH:27][CH:26]=4)=[O:22])[CH2:16][CH2:15]2)[C@@H]2N(CCCC2)CCC1.Cl.Cl.Cl.NC1CCN([CH2:55][C@@H:56]([N:58]2[CH2:63][CH2:62][C@H:61]([OH:64])[C@@H:60]([CH3:65])[CH2:59]2)[CH3:57])CC1. (4) Given the product [C:1]([O:5][C:6]([N:8]1[CH2:12][C@@H:11]([O:13][C:14]2[CH:15]=[CH:16][CH:17]=[CH:18][CH:19]=2)[CH2:10][C@H:9]1[CH2:20][OH:21])=[O:7])([CH3:4])([CH3:3])[CH3:2], predict the reactants needed to synthesize it. The reactants are: [C:1]([O:5][C:6]([N:8]1[CH2:12][C@@H:11]([O:13][C:14]2[CH:19]=[CH:18][CH:17]=[CH:16][CH:15]=2)[CH2:10][C@H:9]1[C:20](O)=[O:21])=[O:7])([CH3:4])([CH3:3])[CH3:2].